Dataset: Catalyst prediction with 721,799 reactions and 888 catalyst types from USPTO. Task: Predict which catalyst facilitates the given reaction. Reactant: [CH2:1]([O:8][C:9]([NH:11][C@H:12]([C:17]([OH:19])=O)[C:13]([CH3:16])([CH3:15])[CH3:14])=[O:10])[C:2]1[CH:7]=[CH:6][CH:5]=[CH:4][CH:3]=1.[Cl-].[NH4+].C([N:24](CC)CC)C.C1C=CC2N(O)N=NC=2C=1. Product: [NH2:24][C:17]([C@@H:12]([NH:11][C:9](=[O:10])[O:8][CH2:1][C:2]1[CH:7]=[CH:6][CH:5]=[CH:4][CH:3]=1)[C:13]([CH3:16])([CH3:15])[CH3:14])=[O:19]. The catalyst class is: 3.